Dataset: Full USPTO retrosynthesis dataset with 1.9M reactions from patents (1976-2016). Task: Predict the reactants needed to synthesize the given product. (1) Given the product [F:21][C@@H:19]1[CH2:20][N:16]([C:14](=[O:15])[CH2:13][NH:12][C:7]23[CH2:10][CH2:11][C:4]([C:1]([NH:31][CH2:30][C:29]4[CH:28]=[CH:27][C:26]([C:25]([F:24])([F:34])[F:35])=[CH:33][CH:32]=4)=[O:3])([CH2:9][CH2:8]2)[CH2:5][CH2:6]3)[C@H:17]([C:22]#[N:23])[CH2:18]1, predict the reactants needed to synthesize it. The reactants are: [C:1]([C:4]12[CH2:11][CH2:10][C:7]([NH:12][CH2:13][C:14]([N:16]3[CH2:20][C@@H:19]([F:21])[CH2:18][C@H:17]3[C:22]#[N:23])=[O:15])([CH2:8][CH2:9]1)[CH2:6][CH2:5]2)([OH:3])=O.[F:24][C:25]([F:35])([F:34])[C:26]1[CH:33]=[CH:32][C:29]([CH2:30][NH2:31])=[CH:28][CH:27]=1. (2) Given the product [NH:22]1[CH2:23][CH2:24][CH:19]([CH:9]2[C:8]3[CH:7]=[CH:6][C:5]([C:3]4[NH:4][C:31](=[O:32])[O:1][N:2]=4)=[CH:18][C:17]=3[O:16][C:15]3[C:10]2=[CH:11][CH:12]=[CH:13][CH:14]=3)[CH2:20][CH2:21]1, predict the reactants needed to synthesize it. The reactants are: [OH:1][NH:2][C:3]([C:5]1[CH:6]=[CH:7][C:8]2[CH:9]([CH:19]3[CH2:24][CH2:23][N:22](C(=O)C(F)(F)F)[CH2:21][CH2:20]3)[C:10]3[C:15]([O:16][C:17]=2[CH:18]=1)=[CH:14][CH:13]=[CH:12][CH:11]=3)=[NH:4].[C:31](N1C=CN=C1)(N1C=CN=C1)=[O:32].